From a dataset of Reaction yield outcomes from USPTO patents with 853,638 reactions. Predict the reaction yield, written as a fraction of the theoretical maximum amount of product (1.0 means a 100% yield; for example, 0.34 means a 34% yield). The reactants are [Cl:1][C:2]1[N:10]=[C:9]2[C:5]([N:6]=[CH:7][NH:8]2)=[C:4]([NH:11][CH:12]2[CH2:17][CH2:16][CH2:15][NH:14][CH2:13]2)[N:3]=1.C(N(CC)CC)C.[CH3:25][S:26](Cl)(=[O:28])=[O:27]. The catalyst is C(Cl)Cl. The product is [Cl:1][C:2]1[N:10]=[C:9]2[C:5]([N:6]=[CH:7][NH:8]2)=[C:4]([NH:11][CH:12]2[CH2:17][CH2:16][CH2:15][N:14]([S:26]([CH3:25])(=[O:28])=[O:27])[CH2:13]2)[N:3]=1. The yield is 0.780.